The task is: Predict the reactants needed to synthesize the given product.. This data is from Full USPTO retrosynthesis dataset with 1.9M reactions from patents (1976-2016). Given the product [C:13]([C:18]1[CH:19]=[C:20]([C:35]#[N:36])[C:21]([N:26]2[CH2:31][CH2:30][CH:29]([C:32]([NH:12][S:9]([CH2:8][C:5]3[CH:4]=[CH:3][C:2]([Cl:1])=[CH:7][CH:6]=3)(=[O:10])=[O:11])=[O:33])[CH2:28][CH2:27]2)=[N:22][C:23]=1[O:24][CH3:25])(=[O:17])[CH2:14][CH2:15][CH3:16], predict the reactants needed to synthesize it. The reactants are: [Cl:1][C:2]1[CH:7]=[CH:6][C:5]([CH2:8][S:9]([NH2:12])(=[O:11])=[O:10])=[CH:4][CH:3]=1.[C:13]([C:18]1[CH:19]=[C:20]([C:35]#[N:36])[C:21]([N:26]2[CH2:31][CH2:30][CH:29]([C:32](O)=[O:33])[CH2:28][CH2:27]2)=[N:22][C:23]=1[O:24][CH3:25])(=[O:17])[CH2:14][CH2:15][CH3:16].